Dataset: Full USPTO retrosynthesis dataset with 1.9M reactions from patents (1976-2016). Task: Predict the reactants needed to synthesize the given product. (1) The reactants are: [C:1]12([NH:11][C:12](=[O:27])[NH:13][CH:14]3[CH2:19][CH2:18][CH2:17][N:16](C(OC(C)(C)C)=O)[CH2:15]3)[CH2:10][CH:5]3[CH2:6][CH:7]([CH2:9][CH:3]([CH2:4]3)[CH2:2]1)[CH2:8]2.Cl.[F:29][C:30]([F:42])([F:41])[C:31]1[CH:32]=[C:33]([S:37](Cl)(=[O:39])=[O:38])[CH:34]=[CH:35][CH:36]=1.C(N(CC)CC)C. Given the product [C:1]12([NH:11][C:12]([NH:13][CH:14]3[CH2:19][CH2:18][CH2:17][N:16]([S:37]([C:33]4[CH:34]=[CH:35][CH:36]=[C:31]([C:30]([F:29])([F:41])[F:42])[CH:32]=4)(=[O:39])=[O:38])[CH2:15]3)=[O:27])[CH2:10][CH:5]3[CH2:6][CH:7]([CH2:9][CH:3]([CH2:4]3)[CH2:2]1)[CH2:8]2, predict the reactants needed to synthesize it. (2) Given the product [CH2:1]([O:3][C:4]([C:6]1[S:10][C:9]([C:11]2[CH:16]=[CH:15][CH:14]=[C:13]([O:17][CH3:18])[CH:12]=2)=[N:8][C:7]=1[CH2:19][N:26]([CH2:27][C:28]1[CH:33]=[CH:32][C:31]([O:34][CH3:35])=[CH:30][C:29]=1[O:36][CH3:37])[CH2:25][C:24]([O:23][CH2:21][CH3:22])=[O:38])=[O:5])[CH3:2], predict the reactants needed to synthesize it. The reactants are: [CH2:1]([O:3][C:4]([C:6]1[S:10][C:9]([C:11]2[CH:16]=[CH:15][CH:14]=[C:13]([O:17][CH3:18])[CH:12]=2)=[N:8][C:7]=1[CH2:19]Br)=[O:5])[CH3:2].[CH2:21]([O:23][C:24](=[O:38])[CH2:25][NH:26][CH2:27][C:28]1[CH:33]=[CH:32][C:31]([O:34][CH3:35])=[CH:30][C:29]=1[O:36][CH3:37])[CH3:22].C(=O)([O-])[O-].[K+].[K+]. (3) The reactants are: [CH2:1]([O:8][C:9]([N:11]1[CH2:16][CH2:15][NH:14][CH2:13][CH2:12]1)=[O:10])[C:2]1[CH:7]=[CH:6][CH:5]=[CH:4][CH:3]=1.[CH2:17]([O:24][C:25]1[CH:26]=[C:27]([NH:35][C:36](=[O:38])[CH3:37])[CH:28]=[CH:29][C:30]=1[C:31](=[O:34])[CH2:32]Br)[C:18]1[CH:23]=[CH:22][CH:21]=[CH:20][CH:19]=1.C(=O)([O-])[O-].[K+].[K+]. Given the product [C:36]([NH:35][C:27]1[CH:28]=[CH:29][C:30]([C:31](=[O:34])[CH2:32][N:14]2[CH2:15][CH2:16][N:11]([C:9]([O:8][CH2:1][C:2]3[CH:7]=[CH:6][CH:5]=[CH:4][CH:3]=3)=[O:10])[CH2:12][CH2:13]2)=[C:25]([O:24][CH2:17][C:18]2[CH:19]=[CH:20][CH:21]=[CH:22][CH:23]=2)[CH:26]=1)(=[O:38])[CH3:37], predict the reactants needed to synthesize it. (4) The reactants are: [C:1]([O:8][CH3:9])(=[O:7])/[CH:2]=[CH:3]/[C:4]([O-:6])=O.Cl.[CH3:11][O:12][C:13](=[O:18])[C@H:14]([CH2:16][SH:17])[NH2:15].CCN=C=NCCCN(C)C.CN1CCOCC1. Given the product [SH:17][CH2:16][C@H:14]([NH:15][C:4](=[O:6])/[CH:3]=[CH:2]/[C:1]([O:8][CH3:9])=[O:7])[C:13]([O:12][CH3:11])=[O:18], predict the reactants needed to synthesize it. (5) The reactants are: [Cl:1][C:2]1[CH:3]=[C:4]2[C:10]3([CH2:14][CH2:13][N:12]([C:15]([O:17][C:18](C)(C)C)=[O:16])[CH2:11]3)[CH2:9][NH:8][C:5]2=[CH:6][CH:7]=1.[NH2:22][C:23]1[S:24][C:25]([CH3:28])=[CH:26][N:27]=1.Cl[C:30](OC)=[O:31]. Given the product [Cl:1][C:2]1[CH:3]=[C:4]2[C:10]3([CH2:14][CH2:13][N:12]([C:15]([O:17][CH3:18])=[O:16])[CH2:11]3)[CH2:9][N:8]([C:30](=[O:31])[NH:22][C:23]3[S:24][C:25]([CH3:28])=[CH:26][N:27]=3)[C:5]2=[CH:6][CH:7]=1, predict the reactants needed to synthesize it. (6) Given the product [NH2:1][C:2]1[CH:3]=[CH:4][C:5]([C:8]2[C:16]3[C:11](=[N:12][CH:13]=[CH:14][CH:15]=3)[NH:10][C:9]=2[C:17]([NH2:21])=[O:19])=[CH:6][CH:7]=1, predict the reactants needed to synthesize it. The reactants are: [NH2:1][C:2]1[CH:7]=[CH:6][C:5]([C:8]2[C:16]3[C:11](=[N:12][CH:13]=[CH:14][CH:15]=3)[NH:10][C:9]=2[C:17]([O:19]C)=O)=[CH:4][CH:3]=1.[NH3:21]. (7) Given the product [NH2:9][C:6]1[CH:7]=[CH:8][C:3]([C:1]#[N:2])=[C:4]([C:17]([F:18])([F:19])[F:20])[C:5]=1[CH3:16], predict the reactants needed to synthesize it. The reactants are: [C:1]([C:3]1[CH:8]=[CH:7][C:6]([NH:9]C(=O)C(C)(C)C)=[C:5]([CH3:16])[C:4]=1[C:17]([F:20])([F:19])[F:18])#[N:2].Cl.[OH-].[Na+].CCOC(C)=O. (8) Given the product [CH:7]1([CH2:6][CH:2]([NH:1][C:13]2[CH:14]=[CH:15][C:16]([N+:20]([O-:22])=[O:21])=[C:17]([CH3:19])[N:18]=2)[CH2:3][OH:5])[CH2:11][CH2:10][CH2:9][CH2:8]1, predict the reactants needed to synthesize it. The reactants are: [NH2:1][CH:2]([CH2:6][CH:7]1[CH2:11][CH2:10][CH2:9][CH2:8]1)[C:3]([OH:5])=O.Cl[C:13]1[N:18]=[C:17]([CH3:19])[C:16]([N+:20]([O-:22])=[O:21])=[CH:15][CH:14]=1.CCN(C(C)C)C(C)C. (9) Given the product [O:1]1[C:6]2[CH:7]=[CH:8][C:9]([OH:21])=[CH:10][C:5]=2[O:4][CH2:3][CH2:2]1, predict the reactants needed to synthesize it. The reactants are: [O:1]1[C:6]2[CH:7]=[CH:8][C:9](C=O)=[CH:10][C:5]=2[O:4][CH2:3][CH2:2]1.C1C=C(Cl)C=C(C(OO)=[O:21])C=1.C([O-])(O)=O.[Na+].